The task is: Regression. Given two drug SMILES strings and cell line genomic features, predict the synergy score measuring deviation from expected non-interaction effect.. This data is from NCI-60 drug combinations with 297,098 pairs across 59 cell lines. Drug 1: CC(C)(C#N)C1=CC=C(C=C1)N2C3=C4C=C(C=CC4=NC=C3N(C2=O)C)C5=CC6=CC=CC=C6N=C5. Drug 2: CN1C=C(C=N1)C2=C3N=C(C(=C(N3N=C2)N)Br)C4CCCNC4. Cell line: HT29. Synergy scores: CSS=62.2, Synergy_ZIP=5.09, Synergy_Bliss=4.34, Synergy_Loewe=9.94, Synergy_HSA=13.2.